Task: Predict the product of the given reaction.. Dataset: Forward reaction prediction with 1.9M reactions from USPTO patents (1976-2016) (1) Given the reactants Br[C:2]1[CH:7]=[CH:6][C:5]([N:8]2[CH2:13][CH2:12][N:11]([S:14]([C:17]3[CH:22]=[CH:21][C:20]([CH3:23])=[CH:19][CH:18]=3)(=[O:16])=[O:15])[CH2:10][CH2:9]2)=[C:4]([CH2:24][CH3:25])[CH:3]=1.[CH3:26]B(O)O.C1(P(C2CCCCC2)C2C=CC=CC=2C2C(OC)=CC=CC=2OC)CCCCC1.[F-].[K+], predict the reaction product. The product is: [CH2:24]([C:4]1[CH:3]=[C:2]([CH3:26])[CH:7]=[CH:6][C:5]=1[N:8]1[CH2:13][CH2:12][N:11]([S:14]([C:17]2[CH:22]=[CH:21][C:20]([CH3:23])=[CH:19][CH:18]=2)(=[O:15])=[O:16])[CH2:10][CH2:9]1)[CH3:25]. (2) Given the reactants CS(O)(=O)=O.[NH2:6][CH2:7][C:8]1[CH:9]=[C:10]2[C:14](=[CH:15][CH:16]=1)[C:13](=[O:17])[N:12]([CH:18]1[CH2:23][CH2:22][C:21](=[O:24])[NH:20][C:19]1=[O:25])[CH2:11]2.[Br:26][C:27]1[CH:32]=[CH:31][C:30]([N:33]=[C:34]=[O:35])=[CH:29][CH:28]=1.Cl, predict the reaction product. The product is: [Br:26][C:27]1[CH:32]=[CH:31][C:30]([NH:33][C:34]([NH:6][CH2:7][C:8]2[CH:9]=[C:10]3[C:14](=[CH:15][CH:16]=2)[C:13](=[O:17])[N:12]([CH:18]2[CH2:23][CH2:22][C:21](=[O:24])[NH:20][C:19]2=[O:25])[CH2:11]3)=[O:35])=[CH:29][CH:28]=1. (3) Given the reactants [CH3:1][C:2]([N:10]1[CH:14]=[C:13]([NH:15][C:16](=[O:22])[CH:17]([NH2:21])[CH2:18][CH2:19][CH3:20])[N:12]=[CH:11]1)([CH3:9])[CH2:3][N:4]1[CH2:8][CH2:7][CH2:6][CH2:5]1.[F:23][C:24]1[CH:25]=[C:26]([CH:31]([OH:35])[C:32](O)=[O:33])[CH:27]=[C:28]([F:30])[CH:29]=1, predict the reaction product. The product is: [CH3:1][C:2]([N:10]1[CH:14]=[C:13]([NH:15][C:16](=[O:22])[CH:17]([NH:21][C:32](=[O:33])[CH:31]([C:26]2[CH:27]=[C:28]([F:30])[CH:29]=[C:24]([F:23])[CH:25]=2)[OH:35])[CH2:18][CH2:19][CH3:20])[N:12]=[CH:11]1)([CH3:9])[CH2:3][N:4]1[CH2:8][CH2:7][CH2:6][CH2:5]1. (4) Given the reactants [Cl:1][C:2]1[CH:7]=[CH:6][C:5]([CH:8]2[N:15]3[C:11]([S:12][C:13]([C:19]([OH:21])=O)=[C:14]3[CH:16]([CH3:18])[CH3:17])=[N:10][C:9]32[CH2:25][CH2:24][CH2:23][CH2:22]3)=[CH:4][CH:3]=1.[NH:26]1[CH2:38][CH2:37][CH2:36][C@H:27]1[C:28]([N:30]1[CH2:35]COC[CH2:31]1)=[O:29], predict the reaction product. The product is: [Cl:1][C:2]1[CH:3]=[CH:4][C:5]([CH:8]2[N:15]3[C:11]([S:12][C:13]([C:19]([N:26]4[CH2:38][CH2:37][CH2:36][C@H:27]4[C:28]([N:30]([CH3:35])[CH3:31])=[O:29])=[O:21])=[C:14]3[CH:16]([CH3:17])[CH3:18])=[N:10][C:9]32[CH2:25][CH2:24][CH2:23][CH2:22]3)=[CH:6][CH:7]=1.